Dataset: Full USPTO retrosynthesis dataset with 1.9M reactions from patents (1976-2016). Task: Predict the reactants needed to synthesize the given product. (1) The reactants are: C[CH:2]1[CH2:7][CH2:6][CH2:5][N:4]([C:8]2[O:9][C:10]([C:17]([NH:19][C:20]3[CH:21]=[CH:22][C:23]([N:26]4[CH2:31][CH2:30][N:29](CC5C=C(C=CC=5)C(OC)=O)[C:28](=O)[CH2:27]4)=[N:24][CH:25]=3)=[O:18])=[C:11]([C:13]([F:16])([F:15])[F:14])[N:12]=2)[CH2:3]1.[Cl:44][C:45]1[CH:50]=[C:49]([Cl:51])[CH:48]=[C:47]([Cl:52])[C:46]=1[S:53](Cl)(=[O:55])=[O:54]. Given the product [N:4]1([C:8]2[O:9][C:10]([C:17]([NH:19][C:20]3[CH:25]=[N:24][C:23]([N:26]4[CH2:31][CH2:30][N:29]([S:53]([C:46]5[C:47]([Cl:52])=[CH:48][C:49]([Cl:51])=[CH:50][C:45]=5[Cl:44])(=[O:55])=[O:54])[CH2:28][CH2:27]4)=[CH:22][CH:21]=3)=[O:18])=[C:11]([C:13]([F:14])([F:16])[F:15])[N:12]=2)[CH2:3][CH2:2][CH2:7][CH2:6][CH2:5]1, predict the reactants needed to synthesize it. (2) Given the product [O:15]=[C:12]1[N:11]=[C:10]([NH:1][C@H:2]2[C@H:7]([OH:8])[CH2:6][O:5][CH2:4][CH2:3]2)[CH2:14][S:13]1, predict the reactants needed to synthesize it. The reactants are: [NH2:1][C@H:2]1[C@H:7]([OH:8])[CH2:6][O:5][CH2:4][CH2:3]1.S=[C:10]1[CH2:14][S:13][C:12](=[O:15])[NH:11]1. (3) Given the product [OH:13][CH2:12][CH2:11][CH2:10][C:6]1[C:7]([CH3:9])=[CH:8][C:3]([CH:2]=[O:1])=[CH:4][C:5]=1[CH3:14], predict the reactants needed to synthesize it. The reactants are: [OH:1][CH2:2][C:3]1[CH:8]=[C:7]([CH3:9])[C:6]([CH2:10][CH2:11][CH2:12][OH:13])=[C:5]([CH3:14])[CH:4]=1. (4) Given the product [Cl:1][C:2]1[C:7]([N:8]2[CH2:13][CH2:12][CH:11]([C:14]3[CH:19]=[CH:18][C:17]([F:20])=[CH:16][C:15]=3[F:21])[CH2:10][CH2:9]2)=[CH:6][N:5]=[N:4][C:3]=1[NH:22][NH:23][C:32](=[O:33])[CH2:31][C:30]([F:36])([F:35])[F:29], predict the reactants needed to synthesize it. The reactants are: [Cl:1][C:2]1[C:7]([N:8]2[CH2:13][CH2:12][CH:11]([C:14]3[CH:19]=[CH:18][C:17]([F:20])=[CH:16][C:15]=3[F:21])[CH2:10][CH2:9]2)=[CH:6][N:5]=[N:4][C:3]=1[NH:22][NH2:23].C(=O)(O)[O-].[Na+].[F:29][C:30]([F:36])([F:35])[CH2:31][C:32](Cl)=[O:33]. (5) Given the product [Cl:32][C:30]1[N:29]=[CH:28][N:27]=[C:26]2[N:25]([CH3:33])[N:24]=[C:23]([CH2:22][O:14][C:3]3[CH:4]=[C:5]([C:8]4[O:9][C:10]([CH3:13])=[N:11][N:12]=4)[CH:6]=[CH:7][C:2]=3[CH3:1])[C:31]=12, predict the reactants needed to synthesize it. The reactants are: [CH3:1][C:2]1[CH:7]=[CH:6][C:5]([C:8]2[O:9][C:10]([CH3:13])=[N:11][N:12]=2)=[CH:4][C:3]=1[OH:14].C(=O)([O-])[O-].[K+].[K+].Br[CH2:22][C:23]1[C:31]2[C:26](=[N:27][CH:28]=[N:29][C:30]=2[Cl:32])[N:25]([CH3:33])[N:24]=1. (6) Given the product [F:1][C:2]1[CH:7]=[C:6]([N:34]2[CH2:35][CH2:36][C:31]([OH:37])([CH3:30])[CH2:32][CH2:33]2)[CH:5]=[CH:4][C:3]=1[N:9]1[CH:14]=[C:13]([O:15][CH3:16])[C:12](=[O:17])[C:11]([C:18]2[N:22]([C:23]3[CH:28]=[CH:27][CH:26]=[CH:25][CH:24]=3)[N:21]=[CH:20][CH:19]=2)=[N:10]1, predict the reactants needed to synthesize it. The reactants are: [F:1][C:2]1[CH:7]=[C:6](I)[CH:5]=[CH:4][C:3]=1[N:9]1[CH:14]=[C:13]([O:15][CH3:16])[C:12](=[O:17])[C:11]([C:18]2[N:22]([C:23]3[CH:28]=[CH:27][CH:26]=[CH:25][CH:24]=3)[N:21]=[CH:20][CH:19]=2)=[N:10]1.Cl.[CH3:30][C:31]1([OH:37])[CH2:36][CH2:35][NH:34][CH2:33][CH2:32]1.CC(C)([O-])C.[Na+].CC1(C)C2C(=C(P(C3C=CC=CC=3)C3C=CC=CC=3)C=CC=2)OC2C(P(C3C=CC=CC=3)C3C=CC=CC=3)=CC=CC1=2.C([O-])(O)=O.[Na+]. (7) Given the product [CH:18]1([C:24]2[N:26]=[C:6]([OH:14])[CH:7]=[C:8]([OH:10])[N:25]=2)[CH2:23][CH2:22][CH2:21][CH2:20][CH2:19]1, predict the reactants needed to synthesize it. The reactants are: [O-]CC.[Na+].[Na].[C:6]([O:14]CC)(=O)[CH2:7][C:8]([O:10]CC)=O.Cl.[CH:18]1([C:24](=[NH:26])[NH2:25])[CH2:23][CH2:22][CH2:21][CH2:20][CH2:19]1. (8) Given the product [CH2:1]([O:3][C:4]1[C:5]([B:28]2[O:29][C:30]([CH3:32])([CH3:31])[C:26]([CH3:42])([CH3:25])[O:27]2)=[CH:6][C:7]([F:23])=[C:8]([CH:22]=1)[C:9]([NH:11][C:12]1[CH:17]=[C:16]([C:18]([F:21])([F:20])[F:19])[CH:15]=[CH:14][N:13]=1)=[O:10])[CH3:2], predict the reactants needed to synthesize it. The reactants are: [CH2:1]([O:3][C:4]1[C:5](I)=[CH:6][C:7]([F:23])=[C:8]([CH:22]=1)[C:9]([NH:11][C:12]1[CH:17]=[C:16]([C:18]([F:21])([F:20])[F:19])[CH:15]=[CH:14][N:13]=1)=[O:10])[CH3:2].[CH3:25][C:26]1([CH3:42])[C:30]([CH3:32])([CH3:31])[O:29][B:28]([B:28]2[O:29][C:30]([CH3:32])([CH3:31])[C:26]([CH3:42])([CH3:25])[O:27]2)[O:27]1.C([O-])(=O)C.[K+]. (9) Given the product [Si:34]([O:33][C@H:28]1[CH2:29][CH2:30][CH2:31][CH2:32][C@@H:27]1[N:23]1[C:24]([CH3:26])([CH3:25])[C:19]2[C:20](=[CH:21][C:12]([CH2:2][C:3]3[CH:8]=[N:7][C:6]([O:9][CH3:10])=[CH:5][CH:4]=3)=[C:13]3[C:18]=2[N:17]=[CH:16][CH:15]=[CH:14]3)[C:22]1=[O:41])([C:37]([CH3:40])([CH3:38])[CH3:39])([CH3:36])[CH3:35], predict the reactants needed to synthesize it. The reactants are: Cl[CH2:2][C:3]1[CH:4]=[CH:5][C:6]([O:9][CH3:10])=[N:7][CH:8]=1.Br[C:12]1[CH:21]=[C:20]2[C:22](=[O:41])[N:23]([C@H:27]3[CH2:32][CH2:31][CH2:30][CH2:29][C@@H:28]3[O:33][Si:34]([C:37]([CH3:40])([CH3:39])[CH3:38])([CH3:36])[CH3:35])[C:24]([CH3:26])([CH3:25])[C:19]2=[C:18]2[C:13]=1[CH:14]=[CH:15][CH:16]=[N:17]2.